Predict the product of the given reaction. From a dataset of Forward reaction prediction with 1.9M reactions from USPTO patents (1976-2016). (1) Given the reactants [CH3:1][O:2][CH:3]([O:32][CH3:33])[C@H:4]1[CH2:9][CH2:8][C@H:7]([N:10]2[C:15]3[C:16]4[CH:22]=[CH:21][N:20]([CH2:23][O:24][CH2:25][CH2:26][Si:27]([CH3:30])([CH3:29])[CH3:28])[C:17]=4[N:18]=[CH:19][C:14]=3[C:13](=[O:31])[N:12]=[CH:11]2)[CH2:6][CH2:5]1.[BH4-].[Na+].CC(C)=O, predict the reaction product. The product is: [CH3:1][O:2][CH:3]([O:32][CH3:33])[C@H:4]1[CH2:9][CH2:8][C@H:7]([N:10]2[C:15]3[C:16]4[CH:22]=[CH:21][N:20]([CH2:23][O:24][CH2:25][CH2:26][Si:27]([CH3:29])([CH3:28])[CH3:30])[C:17]=4[N:18]=[CH:19][C:14]=3[C:13](=[O:31])[NH:12][CH2:11]2)[CH2:6][CH2:5]1. (2) Given the reactants [Cl:1][C:2]1[CH:3]=[C:4]([N:8]2[C:12]([CH2:13][NH:14][C:15](=[O:30])[CH:16]([C:18]3[CH:19]=[N:20][C:21]([N:24]([CH2:26][CH2:27][O:28]C)[CH3:25])=[CH:22][CH:23]=3)[CH3:17])=[CH:11][C:10]([C:31]([F:34])([F:33])[F:32])=[N:9]2)[CH:5]=[CH:6][CH:7]=1.B(Br)(Br)Br.C([O-])(O)=O.[Na+], predict the reaction product. The product is: [Cl:1][C:2]1[CH:3]=[C:4]([N:8]2[C:12]([CH2:13][NH:14][C:15](=[O:30])[CH:16]([C:18]3[CH:19]=[N:20][C:21]([N:24]([CH2:26][CH2:27][OH:28])[CH3:25])=[CH:22][CH:23]=3)[CH3:17])=[CH:11][C:10]([C:31]([F:34])([F:32])[F:33])=[N:9]2)[CH:5]=[CH:6][CH:7]=1.